This data is from Full USPTO retrosynthesis dataset with 1.9M reactions from patents (1976-2016). The task is: Predict the reactants needed to synthesize the given product. (1) Given the product [CH3:30][S:31]([O:28][CH2:27][C@@H:12]1[C@H:11]([NH:10][C:9]([O:8][CH2:1][C:2]2[CH:7]=[CH:6][CH:5]=[CH:4][CH:3]=2)=[O:29])[C:14](=[O:15])[N:13]1[CH2:16][C:17]1[CH:22]=[CH:21][C:20]([O:23][CH3:24])=[CH:19][C:18]=1[O:25][CH3:26])(=[O:33])=[O:32], predict the reactants needed to synthesize it. The reactants are: [CH2:1]([O:8][C:9](=[O:29])[NH:10][C@@H:11]1[C:14](=[O:15])[N:13]([CH2:16][C:17]2[CH:22]=[CH:21][C:20]([O:23][CH3:24])=[CH:19][C:18]=2[O:25][CH3:26])[C@@H:12]1[CH2:27][OH:28])[C:2]1[CH:7]=[CH:6][CH:5]=[CH:4][CH:3]=1.[CH3:30][S:31](Cl)(=[O:33])=[O:32]. (2) Given the product [Br:1][C:2]1[CH:7]=[CH:6][C:5]([C:8]([OH:13])([C:19]([F:22])([F:21])[F:20])[C:9]([F:11])([F:12])[F:10])=[CH:4][C:3]=1[CH3:14], predict the reactants needed to synthesize it. The reactants are: [Br:1][C:2]1[CH:7]=[CH:6][C:5]([C:8](=[O:13])[C:9]([F:12])([F:11])[F:10])=[CH:4][C:3]=1[CH3:14].[Si]([C:19]([F:22])([F:21])[F:20])(C)(C)C.CCCC[N+](CCCC)(CCCC)CCCC.[F-].Cl. (3) Given the product [F:23][C:20]([F:22])([F:21])[C:17]1[CH:18]=[CH:19][C:14]([NH:13][C:10]2[NH:9][C:8]([C:3]3[CH:4]=[CH:5][CH:6]=[CH:7][C:2]=3[NH:1][C:34]([C:32]3[CH:31]=[CH:30][C:29]4[O:24][CH2:25][CH2:26][O:27][C:28]=4[CH:33]=3)=[O:35])=[N:12][N:11]=2)=[CH:15][CH:16]=1, predict the reactants needed to synthesize it. The reactants are: [NH2:1][C:2]1[CH:7]=[CH:6][CH:5]=[CH:4][C:3]=1[C:8]1[NH:9][C:10]([NH:13][C:14]2[CH:19]=[CH:18][C:17]([C:20]([F:23])([F:22])[F:21])=[CH:16][CH:15]=2)=[N:11][N:12]=1.[O:24]1[C:29]2[CH:30]=[CH:31][C:32]([C:34](Cl)=[O:35])=[CH:33][C:28]=2[O:27][CH2:26][CH2:25]1.C(N(CC)CC)C. (4) The reactants are: [C:1]([O:5][C:6]([C:8]1[CH:13]=C[C:11](C2C=C(C=C(OC)N=2)C(O)=O)=[CH:10][CH:9]=1)=[O:7])([CH3:4])([CH3:3])[CH3:2].[CH:25]([N:28]1[C:41]2[C:40](=[O:42])[CH2:39][C:33]3([CH2:38][CH2:37][NH:36][CH2:35][CH2:34]3)[CH2:32][C:31]=2[CH:30]=[N:29]1)([CH3:27])[CH3:26].C([N:45]([CH2:48][CH3:49])[CH2:46][CH3:47])C.[C:50](OCC)(=[O:52])C.[O:56]1[CH2:60][CH2:59][CH2:58]C1. Given the product [CH:25]([N:28]1[C:41]2[C:40](=[O:42])[CH2:39][C:33]3([CH2:34][CH2:35][N:36]([C:60]([C:59]4[CH:47]=[C:46]([O:52][CH3:50])[N:45]=[C:48]([C:49]5[CH:13]=[C:8]([CH:9]=[CH:10][CH:11]=5)[C:6]([O:5][C:1]([CH3:4])([CH3:2])[CH3:3])=[O:7])[CH:58]=4)=[O:56])[CH2:37][CH2:38]3)[CH2:32][C:31]=2[CH:30]=[N:29]1)([CH3:27])[CH3:26], predict the reactants needed to synthesize it. (5) Given the product [NH2:1][C:4]1[CH:5]=[CH:6][C:7]([N:11]2[CH2:16][CH2:15][N:14]([C:17]([O:19][CH2:20][CH3:21])=[O:18])[CH2:13][CH2:12]2)=[N:8][C:9]=1[NH2:10], predict the reactants needed to synthesize it. The reactants are: [N+:1]([C:4]1[CH:5]=[CH:6][C:7]([N:11]2[CH2:16][CH2:15][N:14]([C:17]([O:19][CH2:20][CH3:21])=[O:18])[CH2:13][CH2:12]2)=[N:8][C:9]=1[NH2:10])([O-])=O.FC1C=CC(C(O)=O)=CC=1. (6) Given the product [C:1]([O-:6])(=[O:5])[CH:2]([CH3:4])[OH:3].[Ca+2:13].[C:1]([O-:6])(=[O:5])[CH:2]([CH3:4])[OH:3], predict the reactants needed to synthesize it. The reactants are: [C:1]([OH:6])(=[O:5])[CH:2]([CH3:4])[OH:3].C(O)(=O)CC.[OH-].[Ca+2:13].[OH-].